This data is from Forward reaction prediction with 1.9M reactions from USPTO patents (1976-2016). The task is: Predict the product of the given reaction. (1) Given the reactants [CH2:1]([O:3][C:4]1[C:9]([CH:10]=[O:11])=[C:8]([C:12]([F:15])([F:14])[F:13])[N:7]=[CH:6][N:5]=1)[CH3:2].[BH4-].[Na+].O.C(OCC)(=O)C, predict the reaction product. The product is: [CH2:1]([O:3][C:4]1[C:9]([CH2:10][OH:11])=[C:8]([C:12]([F:14])([F:15])[F:13])[N:7]=[CH:6][N:5]=1)[CH3:2]. (2) Given the reactants [Cl:1][C:2]1[CH:3]=[CH:4][CH:5]=[C:6]2[C:11]=1[N:10]=[CH:9][C:8]([CH3:12])=[C:7]2[C:13]1[CH:14]=[C:15]([OH:19])[CH:16]=[CH:17][CH:18]=1.C[O:21][C:22](=[O:33])[CH:23]([C:25]1[CH:30]=[CH:29][C:28]([CH2:31]Br)=[CH:27][CH:26]=1)[CH3:24], predict the reaction product. The product is: [Cl:1][C:2]1[CH:3]=[CH:4][CH:5]=[C:6]2[C:11]=1[N:10]=[CH:9][C:8]([CH3:12])=[C:7]2[C:13]1[CH:14]=[C:15]([CH:16]=[CH:17][CH:18]=1)[O:19][CH2:31][C:28]1[CH:27]=[CH:26][C:25]([C@H:23]([CH3:24])[C:22]([OH:33])=[O:21])=[CH:30][CH:29]=1. (3) Given the reactants Br[C:2]1[C:3]([N:24]2[CH2:28][CH2:27][C@@H:26]([OH:29])[CH2:25]2)=[N:4][CH:5]=[C:6]([CH:23]=1)[C:7]([NH:9][C:10]1[CH:15]=[CH:14][C:13]([C:16]([F:22])([F:21])[C:17]([F:20])([F:19])[F:18])=[CH:12][CH:11]=1)=[O:8].[F:30][C:31]1[CH:32]=[C:33](B(O)O)[CH:34]=[N:35][CH:36]=1, predict the reaction product. The product is: [F:30][C:31]1[CH:32]=[C:33]([C:2]2[C:3]([N:24]3[CH2:28][CH2:27][C@@H:26]([OH:29])[CH2:25]3)=[N:4][CH:5]=[C:6]([C:7]([NH:9][C:10]3[CH:15]=[CH:14][C:13]([C:16]([F:22])([F:21])[C:17]([F:20])([F:19])[F:18])=[CH:12][CH:11]=3)=[O:8])[CH:23]=2)[CH:34]=[N:35][CH:36]=1.